This data is from Full USPTO retrosynthesis dataset with 1.9M reactions from patents (1976-2016). The task is: Predict the reactants needed to synthesize the given product. (1) Given the product [Cl:1][C:2]1[CH:7]=[CH:6][CH:5]=[CH:4][C:3]=1[C:8]1[N:17]=[C:16]([N:18]2[CH2:23][CH2:22][N:21]([C:27]3[CH:28]=[CH:29][N:30]=[C:25]([Cl:24])[N:26]=3)[CH2:20][CH2:19]2)[C:15]2[C:10](=[CH:11][CH:12]=[CH:13][CH:14]=2)[N:9]=1, predict the reactants needed to synthesize it. The reactants are: [Cl:1][C:2]1[CH:7]=[CH:6][CH:5]=[CH:4][C:3]=1[C:8]1[N:17]=[C:16]([N:18]2[CH2:23][CH2:22][NH:21][CH2:20][CH2:19]2)[C:15]2[C:10](=[CH:11][CH:12]=[CH:13][CH:14]=2)[N:9]=1.[Cl:24][C:25]1[N:30]=[C:29](Cl)[CH:28]=[CH:27][N:26]=1. (2) Given the product [CH2:51]([O:53][C:54](=[O:75])[C@H:55]([O:57][C:58]1[CH:63]=[C:62]([NH:10][S:7]([C:5]2[N:4]=[CH:3][N:2]([CH3:1])[CH:6]=2)(=[O:9])=[O:8])[N:61]=[C:60]([S:65][CH2:66][C:67]2[CH:72]=[CH:71][CH:70]=[C:69]([F:73])[C:68]=2[F:74])[N:59]=1)[CH3:56])[CH3:52], predict the reactants needed to synthesize it. The reactants are: [CH3:1][N:2]1[CH:6]=[C:5]([S:7]([NH2:10])(=[O:9])=[O:8])[N:4]=[CH:3]1.C1(P(C2CCCCC2)C2C=CC=CC=2C2C(C(C)C)=CC(C(C)C)=CC=2C(C)C)CCCCC1.C(=O)([O-])[O-].[Cs+].[Cs+].[CH2:51]([O:53][C:54](=[O:75])[C@H:55]([O:57][C:58]1[CH:63]=[C:62](Cl)[N:61]=[C:60]([S:65][CH2:66][C:67]2[CH:72]=[CH:71][CH:70]=[C:69]([F:73])[C:68]=2[F:74])[N:59]=1)[CH3:56])[CH3:52]. (3) Given the product [O:34]=[C:27]([NH:22][S:19]([C:16]1[CH:15]=[CH:14][C:13]([N:12]2[C:8]([C:5]3[CH:6]=[CH:7][C:2]([CH3:1])=[CH:3][CH:4]=3)=[CH:9][C:10]([C:23]([F:24])([F:26])[F:25])=[N:11]2)=[CH:18][CH:17]=1)(=[O:21])=[O:20])[CH2:28][CH2:29][CH2:30][C:31]([OH:33])=[O:32], predict the reactants needed to synthesize it. The reactants are: [CH3:1][C:2]1[CH:3]=[CH:4][C:5]([C:8]2[N:12]([C:13]3[CH:14]=[CH:15][C:16]([S:19]([NH2:22])(=[O:21])=[O:20])=[CH:17][CH:18]=3)[N:11]=[C:10]([C:23]([F:26])([F:25])[F:24])[CH:9]=2)=[CH:6][CH:7]=1.[C:27]1(=[O:34])[O:33][C:31](=[O:32])[CH2:30][CH2:29][CH2:28]1.C(N(CC)C(C)C)(C)C. (4) Given the product [N+:18]([C:14]1[CH:13]=[CH:12][C:9]2[CH2:10][CH2:11][N:5]([C:3](=[O:4])[C:2]([F:1])([F:16])[F:17])[CH2:6][CH2:7][C:8]=2[CH:15]=1)([O-:20])=[O:19], predict the reactants needed to synthesize it. The reactants are: [F:1][C:2]([F:17])([F:16])[C:3]([N:5]1[CH2:11][CH2:10][C:9]2[CH:12]=[CH:13][CH:14]=[CH:15][C:8]=2[CH2:7][CH2:6]1)=[O:4].[N+:18]([O-])([O-:20])=[O:19].[K+].